Dataset: Full USPTO retrosynthesis dataset with 1.9M reactions from patents (1976-2016). Task: Predict the reactants needed to synthesize the given product. (1) Given the product [CH2:1]([O:3][C:4](=[O:42])[CH2:5][C:6]1[CH:11]=[CH:10][CH:9]=[C:8]([O:12][C:13]2[CH:18]=[CH:17][C:16]([C:44]3[CH:52]=[CH:51][C:47]([C:48](=[O:49])[NH2:50])=[CH:46][N:45]=3)=[CH:15][C:14]=2[CH2:28][N:29]2[C@@H:33]([CH3:34])[C@@H:32]([C:35]3[CH:36]=[CH:37][CH:38]=[CH:39][CH:40]=3)[O:31][C:30]2=[O:41])[CH:7]=1)[CH3:2], predict the reactants needed to synthesize it. The reactants are: [CH2:1]([O:3][C:4](=[O:42])[CH2:5][C:6]1[CH:11]=[CH:10][CH:9]=[C:8]([O:12][C:13]2[CH:18]=[CH:17][C:16](B3OC(C)(C)C(C)(C)O3)=[CH:15][C:14]=2[CH2:28][N:29]2[C@@H:33]([CH3:34])[C@@H:32]([C:35]3[CH:40]=[CH:39][CH:38]=[CH:37][CH:36]=3)[O:31][C:30]2=[O:41])[CH:7]=1)[CH3:2].Cl[C:44]1[CH:52]=[CH:51][C:47]([C:48]([NH2:50])=[O:49])=[CH:46][N:45]=1. (2) Given the product [C:1]([O:4][C:5]1[CH:10]=[CH:9][C:8]([N:72]2[CH2:77][CH2:76][O:75][CH2:74][CH2:73]2)=[CH:7][C:6]=1[CH3:19])(=[O:3])[CH3:2], predict the reactants needed to synthesize it. The reactants are: [C:1]([O:4][C:5]1[CH:10]=[CH:9][C:8](OS(C(F)(F)F)(=O)=O)=[CH:7][C:6]=1[CH3:19])(=[O:3])[CH3:2].C(=O)([O-])[O-].[Cs+].[Cs+].C1C=CC(P(C2C=CC3C(=CC=CC=3)C=2C2C3C(=CC=CC=3)C=CC=2P(C2C=CC=CC=2)C2C=CC=CC=2)C2C=CC=CC=2)=CC=1.[NH:72]1[CH2:77][CH2:76][O:75][CH2:74][CH2:73]1. (3) Given the product [F:8][C:9]1[C:14]([CH:15]2[CH2:20][CH2:19][N:18]([CH2:3][CH2:2][F:7])[CH2:17][CH2:16]2)=[N:13][CH:12]=[CH:11][N:10]=1, predict the reactants needed to synthesize it. The reactants are: F[C:2]([F:7])(F)[C:3](O)=O.[F:8][C:9]1[C:14]([CH:15]2[CH2:20][CH2:19][NH:18][CH2:17][CH2:16]2)=[N:13][CH:12]=[CH:11][N:10]=1.C(=O)([O-])[O-].[Cs+].[Cs+].S(C1C=CC(C)=CC=1)(OCCF)(=O)=O. (4) Given the product [C:16]([N:20]1[C:24]([CH2:25][CH:26]([CH3:27])[CH3:28])=[CH:23][C:22]([CH2:29][NH:15][CH2:14][CH2:13][N:10]2[CH2:9][CH2:8][N:7]([C:1]3[CH:2]=[CH:3][CH:4]=[CH:5][CH:6]=3)[CH2:12][CH2:11]2)=[N:21]1)([CH3:19])([CH3:18])[CH3:17], predict the reactants needed to synthesize it. The reactants are: [C:1]1([N:7]2[CH2:12][CH2:11][N:10]([CH2:13][CH2:14][NH2:15])[CH2:9][CH2:8]2)[CH:6]=[CH:5][CH:4]=[CH:3][CH:2]=1.[C:16]([N:20]1[C:24]([CH2:25][CH:26]([CH3:28])[CH3:27])=[CH:23][C:22]([CH:29]=O)=[N:21]1)([CH3:19])([CH3:18])[CH3:17]. (5) Given the product [Cl:28][C:26]1[C:25]([O:29][CH3:30])=[CH:24][C:23]([O:31][CH3:32])=[C:22]([NH:21][C:20]([CH2:19][N:10]2[C:11]3[CH:18]=[N:17][CH:16]=[CH:15][C:12]=3[C:13](=[O:14])[N:8]([CH2:7][C:6]([OH:35])=[O:5])[C:9]2=[O:34])=[O:33])[CH:27]=1, predict the reactants needed to synthesize it. The reactants are: C([O:5][C:6](=[O:35])[CH2:7][N:8]1[C:13](=[O:14])[C:12]2[CH:15]=[CH:16][N:17]=[CH:18][C:11]=2[N:10]([CH2:19][C:20](=[O:33])[NH:21][C:22]2[CH:27]=[C:26]([Cl:28])[C:25]([O:29][CH3:30])=[CH:24][C:23]=2[O:31][CH3:32])[C:9]1=[O:34])(C)(C)C. (6) Given the product [F:1][C:2]1[CH:3]=[CH:4][C:5]([N:8]2[C:16]3[C:11](=[CH:12][C:13]([O:17][C@H:18]([C:22]4[CH:27]=[CH:26][CH:25]=[C:24]([O:28][CH3:29])[CH:23]=4)[C@@H:19]([NH:21][C:35]([C:32]4[CH:33]=[CH:34][S:30][CH:31]=4)=[O:36])[CH3:20])=[CH:14][CH:15]=3)[CH:10]=[N:9]2)=[CH:6][CH:7]=1, predict the reactants needed to synthesize it. The reactants are: [F:1][C:2]1[CH:7]=[CH:6][C:5]([N:8]2[C:16]3[C:11](=[CH:12][C:13]([O:17][C@H:18]([C:22]4[CH:27]=[CH:26][CH:25]=[C:24]([O:28][CH3:29])[CH:23]=4)[C@@H:19]([NH2:21])[CH3:20])=[CH:14][CH:15]=3)[CH:10]=[N:9]2)=[CH:4][CH:3]=1.[S:30]1[CH:34]=[CH:33][C:32]([C:35](O)=[O:36])=[CH:31]1.